This data is from Reaction yield outcomes from USPTO patents with 853,638 reactions. The task is: Predict the reaction yield, written as a fraction of the theoretical maximum amount of product (1.0 means a 100% yield; for example, 0.34 means a 34% yield). (1) The reactants are [O:1]1[CH2:6][CH2:5][N:4]([C:7]2[N:12]=[C:11]([N:13]3[CH2:18][CH2:17][O:16][CH2:15][CH2:14]3)[N:10]=[C:9]([C:19]3[CH:24]=[CH:23][C:22]([CH2:25][C:26]([OH:28])=O)=[CH:21][CH:20]=3)[N:8]=2)[CH2:3][CH2:2]1.[NH2:29][C:30]1[CH:31]=[N:32][CH:33]=[CH:34][CH:35]=1. No catalyst specified. The product is [N:4]1([C:7]2[N:12]=[C:11]([N:13]3[CH2:18][CH2:17][O:16][CH2:15][CH2:14]3)[N:10]=[C:9]([C:19]3[CH:20]=[CH:21][C:22]([CH2:25][C:26]([NH:29][C:30]4[CH:31]=[N:32][CH:33]=[CH:34][CH:35]=4)=[O:28])=[CH:23][CH:24]=3)[N:8]=2)[CH2:5][CH2:6][O:1][CH2:2][CH2:3]1. The yield is 0.440. (2) The yield is 0.250. The catalyst is C(O)C. The product is [Cl:1][C:2]1[CH:7]=[CH:6][C:5]([S:8]([NH:11][CH:12]2[CH2:15][CH2:14][CH2:13]2)(=[O:10])=[O:9])=[CH:4][C:3]=1[NH:16][C:17]1[S:18]/[C:19](=[CH:33]\[C:29]2[CH:28]=[C:27]3[C:32](=[CH:31][CH:30]=2)[N:23]=[CH:24][CH:25]=[CH:26]3)/[C:20](=[O:22])[N:21]=1. The reactants are [Cl:1][C:2]1[CH:7]=[CH:6][C:5]([S:8]([NH:11][CH:12]2[CH2:15][CH2:14][CH2:13]2)(=[O:10])=[O:9])=[CH:4][C:3]=1[NH:16][C:17]1[S:18][CH2:19][C:20](=[O:22])[N:21]=1.[N:23]1[C:32]2[C:27](=[CH:28][C:29]([CH:33]=O)=[CH:30][CH:31]=2)[CH:26]=[CH:25][CH:24]=1.N1CCCCC1.Cl.